From a dataset of Catalyst prediction with 721,799 reactions and 888 catalyst types from USPTO. Predict which catalyst facilitates the given reaction. (1) The catalyst class is: 3. Product: [O:16]=[C:15]1[C:12]2[C:11](=[CH:10][C:9]([O:8][CH2:7][C:6]3[CH:19]=[CH:20][C:3]([C:2]([F:22])([F:21])[F:1])=[CH:4][CH:5]=3)=[CH:14][CH:13]=2)[CH2:17][N:27]1[CH2:26][C:25]#[N:24]. Reactant: [F:1][C:2]([F:22])([F:21])[C:3]1[CH:20]=[CH:19][C:6]([CH2:7][O:8][C:9]2[CH:10]=[C:11]([CH:17]=O)[C:12]([CH:15]=[O:16])=[CH:13][CH:14]=2)=[CH:5][CH:4]=1.Cl.[NH2:24][CH2:25][C:26]#[N:27].C(N(CC)CC)C. (2) Reactant: FC1C=C(C(Cl)=O)C=CC=1.[CH3:11][O:12][C:13]1[CH:14]=[C:15]2[C:20](=[CH:21][C:22]=1[O:23][CH3:24])[N:19]=[CH:18][CH:17]=[C:16]2[O:25][C:26]1[CH:32]=[CH:31][C:29]([NH2:30])=[CH:28][CH:27]=1.[F:33][C:34]1[CH:35]=[C:36]([C:40]([N:42]=[C:43]=[S:44])=[O:41])[CH:37]=[CH:38][CH:39]=1. Product: [F:33][C:34]1[CH:35]=[C:36]([C:40]([N:42]=[C:43]=[S:44])=[O:41])[CH:37]=[CH:38][CH:39]=1.[CH3:11][O:12][C:13]1[CH:14]=[C:15]2[C:20](=[CH:21][C:22]=1[O:23][CH3:24])[N:19]=[CH:18][CH:17]=[C:16]2[O:25][C:26]1[CH:32]=[CH:31][C:29]([NH:30][C:43]([NH:42][C:40](=[O:41])[C:36]2[CH:37]=[CH:38][CH:39]=[C:34]([F:33])[CH:35]=2)=[S:44])=[CH:28][CH:27]=1. The catalyst class is: 234. (3) Reactant: [C:1]([NH:5][C:6]1[C:7]([CH3:26])=[N:8][C:9]2[C:14]([N:15]=1)=[C:13]([C:16]1[NH:24][C:23]3[CH2:22][CH2:21][NH:20][C:19](=[O:25])[C:18]=3[CH:17]=1)[CH:12]=[CH:11][CH:10]=2)([CH3:4])([CH3:3])[CH3:2].[C:27]([O-])([O-])=[O:28].[K+].[K+].C=O.CCOC(C)=O.CCO. Product: [C:1]([NH:5][C:6]1[C:7]([CH3:26])=[N:8][C:9]2[C:14]([N:15]=1)=[C:13]([C:16]1[NH:24][C:23]3[CH2:22][CH2:21][N:20]([CH2:27][OH:28])[C:19](=[O:25])[C:18]=3[CH:17]=1)[CH:12]=[CH:11][CH:10]=2)([CH3:4])([CH3:3])[CH3:2]. The catalyst class is: 1. (4) Reactant: [Cl:1][C:2]1[CH:8]=[C:7]([O:9][C:10]2[C:19]3[C:14](=[CH:15][C:16]([O:22][CH3:23])=[C:17]([O:20][CH3:21])[CH:18]=3)[N:13]=[CH:12][N:11]=2)[CH:6]=[CH:5][C:3]=1[NH2:4].C(N(CC)CC)C.ClC(Cl)(O[C:35](=[O:41])OC(Cl)(Cl)Cl)Cl.[NH2:43][C:44]1[S:45][CH:46]=[CH:47][N:48]=1. Product: [Cl:1][C:2]1[CH:8]=[C:7]([O:9][C:10]2[C:19]3[C:14](=[CH:15][C:16]([O:22][CH3:23])=[C:17]([O:20][CH3:21])[CH:18]=3)[N:13]=[CH:12][N:11]=2)[CH:6]=[CH:5][C:3]=1[NH:4][C:35]([NH:43][C:44]1[S:45][CH:46]=[CH:47][N:48]=1)=[O:41]. The catalyst class is: 146. (5) Reactant: [C:1]([O:5][C:6](=[O:15])[CH2:7][CH2:8][C:9]1[CH:14]=[CH:13][CH:12]=[CH:11][N:10]=1)([CH3:4])([CH3:3])[CH3:2].[CH2:16]([O:18][C:19](=[O:26])[CH2:20][CH2:21][C:22](=O)[CH2:23]Br)[CH3:17].C(=O)(O)[O-].[Na+]. Product: [CH2:16]([O:18][C:19](=[O:26])[CH2:20][CH2:21][C:22]1[C:8]([CH2:7][C:6]([O:5][C:1]([CH3:4])([CH3:2])[CH3:3])=[O:15])=[C:9]2[N:10]([CH:23]=1)[CH:11]=[CH:12][CH:13]=[CH:14]2)[CH3:17]. The catalyst class is: 144.